Dataset: Peptide-MHC class I binding affinity with 185,985 pairs from IEDB/IMGT. Task: Regression. Given a peptide amino acid sequence and an MHC pseudo amino acid sequence, predict their binding affinity value. This is MHC class I binding data. (1) The binding affinity (normalized) is 0.376. The peptide sequence is FASFYYIWK. The MHC is HLA-A31:01 with pseudo-sequence HLA-A31:01. (2) The peptide sequence is NQGQYMNTPW. The MHC is Mamu-B17 with pseudo-sequence Mamu-B17. The binding affinity (normalized) is 0.168. (3) The peptide sequence is LLMLCLHHA. The MHC is HLA-A02:03 with pseudo-sequence HLA-A02:03. The binding affinity (normalized) is 0.856. (4) The peptide sequence is FLRNFRTTL. The MHC is HLA-B08:01 with pseudo-sequence HLA-B08:01. The binding affinity (normalized) is 0.733. (5) The MHC is HLA-B27:05 with pseudo-sequence HLA-B27:05. The peptide sequence is ITAGYNRYY. The binding affinity (normalized) is 0.0847. (6) The peptide sequence is FPVRPQVPLR. The MHC is HLA-B42:01 with pseudo-sequence HLA-B42:01. The binding affinity (normalized) is 0.388.